Dataset: Forward reaction prediction with 1.9M reactions from USPTO patents (1976-2016). Task: Predict the product of the given reaction. (1) Given the reactants [C:1]([O:5][C:6]([NH:8][CH2:9][CH2:10][CH2:11][CH2:12][CH2:13][C:14]([O:16][CH3:17])=[O:15])=[O:7])([CH3:4])([CH3:3])[CH3:2].I[CH3:19].[H-].[Na+], predict the reaction product. The product is: [C:1]([O:5][C:6]([N:8]([CH3:19])[CH2:9][CH2:10][CH2:11][CH2:12][CH2:13][C:14]([O:16][CH3:17])=[O:15])=[O:7])([CH3:4])([CH3:3])[CH3:2]. (2) The product is: [OH:1][C:2]1[C:3]([C:16]([NH:18][CH2:19][CH2:20][CH3:21])=[O:17])=[CH:4][N:5]([CH2:9][C:10]2[CH:11]=[CH:12][CH:13]=[CH:14][CH:15]=2)[C:6](=[O:8])[C:7]=1[C:70]([NH:69][CH2:68][C:37]([OH:39])=[O:38])=[O:71]. Given the reactants [OH:1][C:2]1[C:3]([C:16]([NH:18][CH2:19][CH2:20][CH3:21])=[O:17])=[CH:4][N:5]([CH2:9][C:10]2[CH:15]=[CH:14][CH:13]=[CH:12][CH:11]=2)[C:6](=[O:8])[CH:7]=1.OC1C([C:37]([OH:39])=[O:38])=CN(CC2C=CC=CC=2)C(=O)C=1.CN(C(ON1N=NC2C=CC=NC1=2)=[N+](C)C)C.F[P-](F)(F)(F)(F)F.C(N)CC.[CH3:68][N:69](C)[CH:70]=[O:71], predict the reaction product. (3) Given the reactants [OH:1][C:2]1[CH:3]=[C:4]2[C:9](=[CH:10][CH:11]=1)[N:8]=[CH:7][CH:6]=[CH:5]2.[H-].[Na+].Br[CH:15]([CH2:25][CH3:26])[C:16]([NH:18][C:19]([CH3:24])([CH3:23])[C:20]#[C:21][CH3:22])=[O:17].O, predict the reaction product. The product is: [N:8]1[C:9]2[C:4](=[CH:3][C:2]([O:1][CH:15]([CH2:25][CH3:26])[C:16]([NH:18][C:19]([CH3:24])([CH3:23])[C:20]#[C:21][CH3:22])=[O:17])=[CH:11][CH:10]=2)[CH:5]=[CH:6][CH:7]=1. (4) Given the reactants [Cl:1][C:2]1[CH:3]=[C:4]([CH:21]=[CH:22][CH:23]=1)[CH2:5][NH:6][C:7]1[N:20]=[C:10]2[C:11]([O:18][CH3:19])=[CH:12][C:13]([C:15]([OH:17])=O)=[CH:14][N:9]2[N:8]=1.[CH3:24][C:25]1([CH2:33][OH:34])[CH2:30][O:29][C:28]([CH3:32])([CH3:31])[CH2:27][NH:26]1.C(N(CC)C(C)C)(C)C.CN(C(ON1N=NC2C=CC=NC1=2)=[N+](C)C)C.F[P-](F)(F)(F)(F)F, predict the reaction product. The product is: [Cl:1][C:2]1[CH:3]=[C:4]([CH:21]=[CH:22][CH:23]=1)[CH2:5][NH:6][C:7]1[N:20]=[C:10]2[C:11]([O:18][CH3:19])=[CH:12][C:13]([C:15]([N:26]3[C:25]([CH2:33][OH:34])([CH3:24])[CH2:30][O:29][C:28]([CH3:32])([CH3:31])[CH2:27]3)=[O:17])=[CH:14][N:9]2[N:8]=1. (5) Given the reactants [CH3:1][C:2]1[S:3][C:4]2[CH:10]=[CH:9][C:8]([O:11][CH2:12][C@H:13]([OH:21])[CH2:14][N:15]3[CH2:20][CH2:19][NH:18][CH2:17][CH2:16]3)=[CH:7][C:5]=2[N:6]=1.[CH2:22](Br)[C:23]#[CH:24].C(=O)([O-])[O-].[K+].[K+].ClCCl, predict the reaction product. The product is: [CH3:1][C:2]1[S:3][C:4]2[CH:10]=[CH:9][C:8]([O:11][CH2:12][C@@H:13]([OH:21])[CH2:14][N:15]3[CH2:16][CH2:17][N:18]([CH2:24][C:23]#[CH:22])[CH2:19][CH2:20]3)=[CH:7][C:5]=2[N:6]=1. (6) Given the reactants [C:1]([C:3]1[CH:8]=[CH:7][C:6]([NH:9][C:10](=[O:24])[CH2:11][CH2:12][CH2:13][C:14]([O:16]N2C(=O)CCC2=O)=O)=[CH:5][CH:4]=1)#[CH:2].[NH2:25][CH2:26][CH2:27][CH2:28][CH2:29][CH2:30][CH2:31][OH:32], predict the reaction product. The product is: [OH:32][CH2:31][CH2:30][CH2:29][CH2:28][CH2:27][CH2:26][NH:25][C:14](=[O:16])[CH2:13][CH2:12][CH2:11][C:10]([NH:9][C:6]1[CH:5]=[CH:4][C:3]([C:1]#[CH:2])=[CH:8][CH:7]=1)=[O:24].